Dataset: Full USPTO retrosynthesis dataset with 1.9M reactions from patents (1976-2016). Task: Predict the reactants needed to synthesize the given product. (1) Given the product [C:1]([O:4][CH:5]1[CH2:6][CH2:7][CH:8]([CH3:12])[O:9][C:10]1=[O:11])(=[O:3])[CH3:2], predict the reactants needed to synthesize it. The reactants are: [C:1]([O:4][CH:5]1[C:10](=[O:11])[O:9][CH:8]([CH2:12]OC(=O)C)[CH2:7][CH2:6]1)(=[O:3])[CH3:2].C(N(CC)CC)C. (2) Given the product [CH2:17]([C@H:2]([NH:1][C:38](=[O:40])[C:37]1[CH:41]=[C:33]([CH3:32])[CH:34]=[C:35]([C:42]([N:44]([CH2:48][CH2:49][CH3:50])[CH2:45][CH2:46][CH3:47])=[O:43])[CH:36]=1)[C@@H:3]([OH:16])[CH2:4][N:5]([CH2:14][CH3:15])[NH:6][C:7](=[O:9])[CH2:27][CH2:26][CH:25]([CH3:31])[CH3:24])[C:18]1[CH:19]=[CH:20][CH:21]=[CH:22][CH:23]=1, predict the reactants needed to synthesize it. The reactants are: [NH2:1][C@@H:2]([CH2:17][C:18]1[CH:23]=[CH:22][CH:21]=[CH:20][CH:19]=1)[C@@H:3]([OH:16])[CH2:4][N:5]([CH2:14][CH3:15])[NH:6][C:7]([O:9]C(C)(C)C)=O.[CH3:24][CH:25]([CH3:31])[CH2:26][CH2:27]C(O)=O.[CH3:32][C:33]1[CH:34]=[C:35]([C:42]([N:44]([CH2:48][CH2:49][CH3:50])[CH2:45][CH2:46][CH3:47])=[O:43])[CH:36]=[C:37]([CH:41]=1)[C:38]([OH:40])=O. (3) The reactants are: [F:1][C:2]1[CH:3]=[CH:4][CH:5]=[C:6]2[C:11]=1[C:10]([O:12][C@H:13]1[CH2:17][CH2:16][N:15]([C:18]([O:20][C:21]([CH3:24])([CH3:23])[CH3:22])=[O:19])[CH2:14]1)=[N:9][C:8]([C:25]([NH:27][NH2:28])=[NH:26])=[CH:7]2.C1N=CN([C:34](N2C=NC=C2)=[O:35])C=1. Given the product [F:1][C:2]1[CH:3]=[CH:4][CH:5]=[C:6]2[C:11]=1[C:10]([O:12][C@H:13]1[CH2:17][CH2:16][N:15]([C:18]([O:20][C:21]([CH3:23])([CH3:24])[CH3:22])=[O:19])[CH2:14]1)=[N:9][C:8]([C:25]1[NH:26][C:34](=[O:35])[NH:28][N:27]=1)=[CH:7]2, predict the reactants needed to synthesize it. (4) The reactants are: [C:1]([C:4]1[CH:9]=[CH:8][C:7]([NH:10][C:11]2[N:34]=[C:14]3[CH:15]=[CH:16][CH:17]=[C:18]([NH:19][C@@H:20]4[CH2:25][CH2:24][C@H:23]([NH:26]C(=O)OC(C)(C)C)[CH2:22][CH2:21]4)[N:13]3[N:12]=2)=[CH:6][CH:5]=1)(=[O:3])[NH2:2].C(=O)([O-])[O-].[Na+].[Na+].OO. Given the product [NH2:26][C@@H:23]1[CH2:24][CH2:25][C@H:20]([NH:19][C:18]2[N:13]3[N:12]=[C:11]([NH:10][C:7]4[CH:6]=[CH:5][C:4]([C:1]([NH2:2])=[O:3])=[CH:9][CH:8]=4)[N:34]=[C:14]3[CH:15]=[CH:16][CH:17]=2)[CH2:21][CH2:22]1, predict the reactants needed to synthesize it. (5) Given the product [CH3:1][O:2][C:3]1[CH:11]=[C:10]2[C:6]([CH:7]=[C:8]([C:12]([NH2:16])=[O:14])[NH:9]2)=[CH:5][CH:4]=1, predict the reactants needed to synthesize it. The reactants are: [CH3:1][O:2][C:3]1[CH:11]=[C:10]2[C:6]([CH:7]=[C:8]([C:12]([O:14]C)=O)[NH:9]2)=[CH:5][CH:4]=1.[NH3:16]. (6) Given the product [F:21][C:20]1[C:15]([C:6]2[CH:7]=[N:8][C:3]([C:2]([F:13])([F:12])[F:1])=[CH:4][CH:5]=2)=[N:16][C:17]([CH3:22])=[CH:18][CH:19]=1, predict the reactants needed to synthesize it. The reactants are: [F:1][C:2]([F:13])([F:12])[C:3]1[N:8]=[CH:7][C:6](B(O)O)=[CH:5][CH:4]=1.Br[C:15]1[C:20]([F:21])=[CH:19][CH:18]=[C:17]([CH3:22])[N:16]=1.C([O-])([O-])=O.[K+].[K+].COCCOC. (7) Given the product [NH2:1][C:4]1[C:23]([C:22]([OH:25])=[O:24])=[N:6][CH:7]=[C:8]([C:10]2[CH:15]=[CH:14][CH:13]=[CH:12][CH:11]=2)[CH:9]=1, predict the reactants needed to synthesize it. The reactants are: [N+:1]([C:4]1C(C#N)=[N:6][CH:7]=[C:8]([C:10]2[CH:15]=[CH:14][CH:13]=[CH:12][CH:11]=2)[CH:9]=1)([O-])=O.[Sn](Cl)Cl.Cl.[C:22]([O:25]CC)(=[O:24])[CH3:23].